From a dataset of Full USPTO retrosynthesis dataset with 1.9M reactions from patents (1976-2016). Predict the reactants needed to synthesize the given product. (1) The reactants are: [OH:1][C:2]1[CH:3]=[C:4]2[C:9](=[CH:10][CH:11]=1)[CH:8]=[C:7]([C@:12]1([CH3:18])[CH2:16][O:15][C:14](=[O:17])[NH:13]1)[CH:6]=[CH:5]2.[CH3:19][C:20]([CH:24]1[CH2:29][CH2:28][CH:27](O)[CH2:26][CH2:25]1)([CH3:23])[CH2:21][CH3:22].O1CCCC1.C1(P(C2C=CC=CC=2)C2C=CC=CC=2)C=CC=CC=1.N(C(OC(C)C)=O)=NC(OC(C)C)=O. Given the product [CH3:23][C:20]([CH:24]1[CH2:25][CH2:26][CH:27]([O:1][C:2]2[CH:3]=[C:4]3[C:9](=[CH:10][CH:11]=2)[CH:8]=[C:7]([C@:12]2([CH3:18])[CH2:16][O:15][C:14](=[O:17])[NH:13]2)[CH:6]=[CH:5]3)[CH2:28][CH2:29]1)([CH3:19])[CH2:21][CH3:22], predict the reactants needed to synthesize it. (2) The reactants are: [CH3:1][C:2]1[C:11]([C:12]([O:14][C:15]([CH3:18])([CH3:17])[CH3:16])=[O:13])=[C:10]([C:19]2[CH:24]=[CH:23][CH:22]=[CH:21][CH:20]=2)[C:9]2[C:4](=[CH:5][CH:6]=[C:7]([N+:25]([O-])=O)[CH:8]=2)[N:3]=1. Given the product [NH2:25][C:7]1[CH:8]=[C:9]2[C:4](=[CH:5][CH:6]=1)[N:3]=[C:2]([CH3:1])[C:11]([C:12]([O:14][C:15]([CH3:18])([CH3:16])[CH3:17])=[O:13])=[C:10]2[C:19]1[CH:24]=[CH:23][CH:22]=[CH:21][CH:20]=1, predict the reactants needed to synthesize it. (3) Given the product [C:1]([O:5][C:6](=[O:25])[NH:7][CH:8]([C:18]1[CH:19]=[CH:20][C:21]([Cl:24])=[CH:22][CH:23]=1)[C:9]([C:11]1[CH:16]=[CH:15][C:14]([O:17][CH:26]2[CH2:31][CH2:30][CH2:29][CH2:28][CH2:27]2)=[CH:13][CH:12]=1)=[O:10])([CH3:4])([CH3:2])[CH3:3], predict the reactants needed to synthesize it. The reactants are: [C:1]([O:5][C:6](=[O:25])[NH:7][CH:8]([C:18]1[CH:23]=[CH:22][C:21]([Cl:24])=[CH:20][CH:19]=1)[C:9]([C:11]1[CH:16]=[CH:15][C:14]([OH:17])=[CH:13][CH:12]=1)=[O:10])([CH3:4])([CH3:3])[CH3:2].[CH:26]1(O)[CH2:31][CH2:30][CH2:29][CH2:28][CH2:27]1. (4) Given the product [N-:13]=[C:10]=[S:20].[F:1][C:2]([F:17])([F:18])[C:3]1[CH:4]=[C:5]([CH:14]=[CH:15][CH:16]=1)[O:6][C:7]1[CH:12]=[CH:11][CH:10]=[CH:9][CH:8]=1, predict the reactants needed to synthesize it. The reactants are: [F:1][C:2]([F:18])([F:17])[C:3]1[CH:4]=[C:5]([CH:14]=[CH:15][CH:16]=1)[O:6][C:7]1[CH:12]=[CH:11][C:10]([NH2:13])=[CH:9][CH:8]=1.C(Cl)(Cl)=[S:20].